The task is: Predict which catalyst facilitates the given reaction.. This data is from Catalyst prediction with 721,799 reactions and 888 catalyst types from USPTO. (1) Reactant: [OH:1][CH2:2][CH2:3][O:4][CH2:5][C:6]([NH:9][C:10](=[O:16])[O:11][C:12]([CH3:15])([CH3:14])[CH3:13])([CH3:8])[CH3:7].[H-].[Na+].[CH3:19]I. Product: [CH3:19][O:1][CH2:2][CH2:3][O:4][CH2:5][C:6]([NH:9][C:10](=[O:16])[O:11][C:12]([CH3:15])([CH3:14])[CH3:13])([CH3:8])[CH3:7]. The catalyst class is: 7. (2) Reactant: C[O:2][C:3]([C:5]1[CH2:6][N:7]([C:28]([O:30][C:31]([CH3:34])([CH3:33])[CH3:32])=[O:29])[CH2:8][CH2:9][C:10]=1[C:11]1[CH:16]=[CH:15][C:14]([CH2:17][CH2:18][CH2:19][O:20][C:21]2[CH:26]=[CH:25][CH:24]=[CH:23][C:22]=2[Cl:27])=[CH:13][CH:12]=1)=[O:4].[OH-].[Na+].Cl. Product: [C:31]([O:30][C:28]([N:7]1[CH2:8][CH2:9][C:10]([C:11]2[CH:16]=[CH:15][C:14]([CH2:17][CH2:18][CH2:19][O:20][C:21]3[CH:26]=[CH:25][CH:24]=[CH:23][C:22]=3[Cl:27])=[CH:13][CH:12]=2)=[C:5]([C:3]([OH:4])=[O:2])[CH2:6]1)=[O:29])([CH3:34])([CH3:32])[CH3:33]. The catalyst class is: 14. (3) Reactant: C[O:2][C:3]1[CH:8]=[C:7]([C:9]2[S:10][CH:11]=[C:12]([C:14]([F:17])([F:16])[F:15])[N:13]=2)[N:6]=[C:5]([C:18]2[S:19][CH:20]=[C:21]([CH3:23])[N:22]=2)[CH:4]=1.[Cl-].[NH+]1C=CC=CC=1. Product: [CH3:23][C:21]1[N:22]=[C:18]([C:5]2[CH:4]=[C:3]([OH:2])[CH:8]=[C:7]([C:9]3[S:10][CH:11]=[C:12]([C:14]([F:16])([F:15])[F:17])[N:13]=3)[N:6]=2)[S:19][CH:20]=1. The catalyst class is: 6. (4) Reactant: CN(C=O)C.Br[C:7]1[CH:8]=[C:9]([CH:14]=[C:15]([Br:18])[C:16]=1[CH3:17])[C:10]([O:12][CH3:13])=[O:11].CC1(C)C(C)(C)OB(/[CH:27]=[CH:28]/[CH2:29][O:30][CH3:31])O1.C([O-])([O-])=O.[Na+].[Na+]. Product: [Br:18][C:15]1[CH:14]=[C:9]([CH:8]=[C:7](/[CH:27]=[CH:28]/[CH2:29][O:30][CH3:31])[C:16]=1[CH3:17])[C:10]([O:12][CH3:13])=[O:11]. The catalyst class is: 6. (5) Reactant: Cl.Cl.Cl.Cl.[CH3:5][C:6]1[CH:11]=[CH:10][C:9]([NH:12][C:13]([C:15]2[CH:16]=[C:17]3[C:21](=[CH:22][CH:23]=2)[CH:20]([N:24]2[CH2:29][CH2:28][NH:27][CH2:26][CH2:25]2)[CH2:19][CH2:18]3)=[O:14])=[CH:8][C:7]=1[NH:30][C:31]1[N:36]=[C:35]([C:37]2[CH:38]=[N:39][CH:40]=[CH:41][CH:42]=2)[CH:34]=[CH:33][N:32]=1.C(N(CC)CC)C.[C:50](Cl)(=[O:52])[CH3:51]. Product: [C:50]([N:27]1[CH2:26][CH2:25][N:24]([CH:20]2[C:21]3[C:17](=[CH:16][C:15]([C:13]([NH:12][C:9]4[CH:10]=[CH:11][C:6]([CH3:5])=[C:7]([NH:30][C:31]5[N:36]=[C:35]([C:37]6[CH:38]=[N:39][CH:40]=[CH:41][CH:42]=6)[CH:34]=[CH:33][N:32]=5)[CH:8]=4)=[O:14])=[CH:23][CH:22]=3)[CH2:18][CH2:19]2)[CH2:29][CH2:28]1)(=[O:52])[CH3:51]. The catalyst class is: 3. (6) Reactant: [NH2:1][CH2:2][CH2:3][N:4](C)[C:5]([C:7]1[N:8]=[C:9]([CH3:19])[S:10][C:11]=1[C:12]1[CH:17]=[CH:16][C:15]([F:18])=[CH:14][CH:13]=1)=[O:6].C(N(CC)CC)C.Cl[C:29]1[O:30][C:31]2[CH:37]=[CH:36][CH:35]=[CH:34][C:32]=2[N:33]=1. Product: [O:30]1[C:31]2[CH:37]=[CH:36][CH:35]=[CH:34][C:32]=2[N:33]=[C:29]1[NH:1][CH2:2][CH2:3][NH:4][C:5]([C:7]1[N:8]=[C:9]([CH3:19])[S:10][C:11]=1[C:12]1[CH:13]=[CH:14][C:15]([F:18])=[CH:16][CH:17]=1)=[O:6]. The catalyst class is: 1.